Task: Predict the reaction yield, written as a fraction of the theoretical maximum amount of product (1.0 means a 100% yield; for example, 0.34 means a 34% yield).. Dataset: Reaction yield outcomes from USPTO patents with 853,638 reactions (1) The reactants are Br.BrCC(O[CH2:9][CH3:10])OCC.C(OCC)C.[Cl:16][C:17]1[N:22]=[N:21][C:20]([NH2:23])=[CH:19][CH:18]=1. The catalyst is O.C(O)CCC. The product is [Cl:16][C:17]1[CH:18]=[CH:19][C:20]2[N:21]([CH:9]=[CH:10][N:23]=2)[N:22]=1. The yield is 0.850. (2) The reactants are [Cl:1][C:2]1[CH:7]=[C:6]([F:8])[CH:5]=[C:4]([Cl:9])[C:3]=1O.[C:11]([O-:14])([O-])=O.[K+].[K+].O.[CH3:18]N(C=O)C. No catalyst specified. The product is [Cl:1][C:2]1[CH:7]=[C:6]([F:8])[CH:5]=[C:4]([Cl:9])[C:3]=1[O:14][CH2:11][CH3:18]. The yield is 0.649. (3) The reactants are [OH-:1].[Na+].Cl.[NH2:4]O.[Cl:6][C:7]1[CH:14]=[CH:13][CH:12]=[C:11]([Cl:15])[C:8]=1[CH:9]=O. The catalyst is O.C(O)C. The product is [Cl:6][C:7]1[CH:14]=[CH:13][CH:12]=[C:11]([Cl:15])[C:8]=1[CH:9]=[N:4][OH:1]. The yield is 0.990.